Dataset: Acute oral toxicity (LD50) regression data from Zhu et al.. Task: Regression/Classification. Given a drug SMILES string, predict its toxicity properties. Task type varies by dataset: regression for continuous values (e.g., LD50, hERG inhibition percentage) or binary classification for toxic/non-toxic outcomes (e.g., AMES mutagenicity, cardiotoxicity, hepatotoxicity). Dataset: ld50_zhu. (1) The molecule is FC(F)(F)c1cccc(OCC2CNC(=S)O2)c1. The rat oral LD50 is 2.72, given as -log10 of the dose in mol/kg body weight (higher means more acutely toxic). (2) The molecule is CCC1C(C)=NN=C(c2ccc(OC)c(OC)c2)c2cc(OC)c(OC)cc21. The rat oral LD50 is 2.67, given as -log10 of the dose in mol/kg body weight (higher means more acutely toxic).